This data is from Catalyst prediction with 721,799 reactions and 888 catalyst types from USPTO. The task is: Predict which catalyst facilitates the given reaction. (1) Reactant: [Cl:1][C:2]1[CH:10]=[CH:9][C:5]2[O:6][CH2:7][O:8][C:4]=2[C:3]=1[NH:11][C:12]1[C:20]2[C:19]3[CH2:21][NH:22][CH2:23][CH2:24][C:18]=3[NH:17][C:16]=2[N:15]=[CH:14][CH:13]=1.CCN(C(C)C)C(C)C.[CH:34]1([C:37](Cl)=[O:38])[CH2:36][CH2:35]1. Product: [Cl:1][C:2]1[CH:10]=[CH:9][C:5]2[O:6][CH2:7][O:8][C:4]=2[C:3]=1[NH:11][C:12]1[C:20]2[C:19]3[CH2:21][N:22]([C:37]([CH:34]4[CH2:36][CH2:35]4)=[O:38])[CH2:23][CH2:24][C:18]=3[NH:17][C:16]=2[N:15]=[CH:14][CH:13]=1. The catalyst class is: 26. (2) Reactant: [CH2:1]([NH:8][C:9]([C:11]1[S:15][C:14]([C:16]#[N:17])=[N:13][C:12]=1[CH3:18])=[O:10])[C:2]1[CH:7]=[CH:6][CH:5]=[CH:4][CH:3]=1.[C:19]1([CH2:25][C:26]([NH:28][NH2:29])=O)[CH:24]=[CH:23][CH:22]=[CH:21][CH:20]=1.C(=O)([O-])[O-].[K+].[K+]. Product: [CH2:1]([NH:8][C:9]([C:11]1[S:15][C:14]([C:16]2[N:17]=[C:26]([CH2:25][C:19]3[CH:24]=[CH:23][CH:22]=[CH:21][CH:20]=3)[NH:28][N:29]=2)=[N:13][C:12]=1[CH3:18])=[O:10])[C:2]1[CH:3]=[CH:4][CH:5]=[CH:6][CH:7]=1. The catalyst class is: 51. (3) Reactant: [CH3:1][C@@H:2]1[CH2:6][C:5]2[C:7]([CH:32]3[CH2:37][CH2:36][NH:35][CH2:34][CH2:33]3)=[C:8]([CH3:31])[CH:9]=[C:10]([NH:11][C:12]3[N:17]=[C:16]([NH:18][C:19]4[CH:24]=[CH:23][CH:22]=[CH:21][C:20]=4[S:25]([CH:28]([CH3:30])[CH3:29])(=[O:27])=[O:26])[N:15]=[CH:14][N:13]=3)[C:4]=2[O:3]1.CCN(CC)CC.[CH3:45][S:46](Cl)(=[O:48])=[O:47]. Product: [CH3:1][C@@H:2]1[CH2:6][C:5]2[C:7]([CH:32]3[CH2:33][CH2:34][N:35]([S:46]([CH3:45])(=[O:48])=[O:47])[CH2:36][CH2:37]3)=[C:8]([CH3:31])[CH:9]=[C:10]([NH:11][C:12]3[N:17]=[C:16]([NH:18][C:19]4[CH:24]=[CH:23][CH:22]=[CH:21][C:20]=4[S:25]([CH:28]([CH3:29])[CH3:30])(=[O:27])=[O:26])[N:15]=[CH:14][N:13]=3)[C:4]=2[O:3]1. The catalyst class is: 34.